This data is from Full USPTO retrosynthesis dataset with 1.9M reactions from patents (1976-2016). The task is: Predict the reactants needed to synthesize the given product. (1) Given the product [CH3:9][C:8]1[CH:7]=[C:76]([C@:77]([OH:80])([CH3:79])[CH2:78][OH:75])[CH:1]=[CH:2][CH:3]=1, predict the reactants needed to synthesize it. The reactants are: [CH3:1][CH2:2][C@@H:3]1[C@@H:8]2[CH2:9][C@H]([C@@H](OC3C4C(=CC=CC=4)C(O[C@@H:1](C4C=CN=C5C=4C=C(OC)C=C5)[C@@H:2]4N5C[C@H:9](CC)[C@@H:8]([CH2:7]C5)[CH2:3]4)=NN=3)C3C=CN=C4C=3C=C(OC)C=C4)N(C[CH2:7]2)C1.CC1C=C(C(C)=C)C=CC=1.[O-]S([O-])=O.[Na+].[Na+].[OH2:75].[CH3:76][C:77]([OH:80])([CH3:79])[CH3:78]. (2) Given the product [NH2:11][C@@H:12]([CH2:27][C:28]1[CH:29]=[CH:30][CH:31]=[CH:32][CH:33]=1)[C@@H:13]([OH:26])[CH2:14][N:15]([CH2:24][CH3:25])[NH:16][C:17]([O:19][C:20]([CH3:21])([CH3:22])[CH3:23])=[O:18], predict the reactants needed to synthesize it. The reactants are: C(OC([NH:11][C@@H:12]([CH2:27][C:28]1[CH:33]=[CH:32][CH:31]=[CH:30][CH:29]=1)[C@@H:13]([OH:26])[CH2:14][N:15]([CH2:24][CH3:25])[NH:16][C:17]([O:19][C:20]([CH3:23])([CH3:22])[CH3:21])=[O:18])=O)C1C=CC=CC=1.[H][H]. (3) Given the product [O:1]1[C:5]2[CH:6]=[CH:7][C:8]([C:10]3([C:11]([OH:19])=[O:17])[CH2:15][CH2:14]3)=[CH:9][C:4]=2[O:3][CH2:2]1, predict the reactants needed to synthesize it. The reactants are: [O:1]1[C:5]2[CH:6]=[CH:7][C:8]([CH2:10][C:11]#N)=[CH:9][C:4]=2[O:3][CH2:2]1.Br[CH2:14][CH2:15]Cl.[OH-:17].[Na+].[OH2:19]. (4) Given the product [C:1]([O:5][C:6]([N:8]1[CH2:9][CH2:10][N:11]([C:14]2[CH:19]=[CH:18][C:17]([C:20](=[O:30])[NH:21][CH2:22][C:23]3[CH:24]=[CH:29][CH:28]=[CH:27][CH:26]=3)=[CH:16][N:15]=2)[CH2:12][CH2:13]1)=[O:7])([CH3:3])([CH3:4])[CH3:2], predict the reactants needed to synthesize it. The reactants are: [C:1]([O:5][C:6]([N:8]1[CH2:13][CH2:12][N:11]([C:14]2[CH:19]=[CH:18][C:17]([C:20](=[O:30])[NH:21][CH2:22][CH2:23][C:24]3[CH:29]=[CH:28][CH:27]=[CH:26]C=3)=[CH:16][N:15]=2)[CH2:10][CH2:9]1)=[O:7])([CH3:4])([CH3:3])[CH3:2].C(N1CCNCC1)(OC(C)(C)C)=O.C(N)C1C=CC=CC=1. (5) Given the product [CH2:37]([N:7]([CH2:6][CH2:5][C:4]([OH:39])=[O:3])[CH2:8][C:9](=[O:36])[N:10]1[C:18]2[C:13](=[CH:14][C:15]([O:19][CH2:20][C:21]3[S:22][C:23]([C:32]([F:34])([F:35])[F:33])=[C:24]([C:26]4[CH:31]=[CH:30][CH:29]=[CH:28][CH:27]=4)[CH:25]=3)=[CH:16][CH:17]=2)[CH2:12][CH2:11]1)[CH3:38], predict the reactants needed to synthesize it. The reactants are: C([O:3][C:4](=[O:39])[CH2:5][CH2:6][N:7]([CH2:37][CH3:38])[CH2:8][C:9](=[O:36])[N:10]1[C:18]2[C:13](=[CH:14][C:15]([O:19][CH2:20][C:21]3[S:22][C:23]([C:32]([F:35])([F:34])[F:33])=[C:24]([C:26]4[CH:31]=[CH:30][CH:29]=[CH:28][CH:27]=4)[CH:25]=3)=[CH:16][CH:17]=2)[CH2:12][CH2:11]1)C.O.Cl.CO.C(Cl)(Cl)Cl.